From a dataset of Peptide-MHC class I binding affinity with 185,985 pairs from IEDB/IMGT. Regression. Given a peptide amino acid sequence and an MHC pseudo amino acid sequence, predict their binding affinity value. This is MHC class I binding data. (1) The peptide sequence is YLIRALTL. The MHC is HLA-A02:06 with pseudo-sequence HLA-A02:06. The binding affinity (normalized) is 0.276. (2) The peptide sequence is VAAVIIMAI. The MHC is HLA-A02:01 with pseudo-sequence HLA-A02:01. The binding affinity (normalized) is 0.238. (3) The peptide sequence is QIVRNDPPL. The MHC is H-2-Kb with pseudo-sequence H-2-Kb. The binding affinity (normalized) is 0.293.